This data is from Reaction yield outcomes from USPTO patents with 853,638 reactions. The task is: Predict the reaction yield, written as a fraction of the theoretical maximum amount of product (1.0 means a 100% yield; for example, 0.34 means a 34% yield). (1) The reactants are C(N(CC)CC)C.[OH:8][C:9]1[CH:14]=[CH:13][C:12]([S:15](Cl)(=[O:17])=[O:16])=[CH:11][CH:10]=1.Cl.Cl.[NH2:21][CH2:22][CH:23]([N:28]1[CH2:33][CH2:32][N:31]([C:34]([O:36][CH2:37][C:38]2[CH:43]=[CH:42][CH:41]=[CH:40][CH:39]=2)=[O:35])[CH2:30][CH2:29]1)[C:24]([O:26][CH3:27])=[O:25].O. The catalyst is ClCCl. The product is [OH:8][C:9]1[CH:14]=[CH:13][C:12]([S:15]([NH:21][CH2:22][CH:23]([N:28]2[CH2:29][CH2:30][N:31]([C:34]([O:36][CH2:37][C:38]3[CH:43]=[CH:42][CH:41]=[CH:40][CH:39]=3)=[O:35])[CH2:32][CH2:33]2)[C:24]([O:26][CH3:27])=[O:25])(=[O:17])=[O:16])=[CH:11][CH:10]=1. The yield is 0.460. (2) The reactants are [N+:1]([C:4]1[CH:25]=[CH:24][C:7]([O:8][C:9]2[N:14]=[CH:13][N:12]=[C:11]([NH:15][C:16]3[CH:21]=[CH:20][C:19]([S:22][CH3:23])=[CH:18][CH:17]=3)[CH:10]=2)=[CH:6][CH:5]=1)([O-])=O.[Cl-].[NH4+].C(O)C.O. The catalyst is C(OCC)(=O)C.CCCCCC.[Fe]. The product is [NH2:1][C:4]1[CH:25]=[CH:24][C:7]([O:8][C:9]2[N:14]=[CH:13][N:12]=[C:11]([NH:15][C:16]3[CH:21]=[CH:20][C:19]([S:22][CH3:23])=[CH:18][CH:17]=3)[CH:10]=2)=[CH:6][CH:5]=1. The yield is 0.690. (3) The reactants are C(=O)(O)[O-].[Na+].Cl.[NH2:7][OH:8].[CH3:9][C:10]([S:20]([CH3:23])(=[O:22])=[O:21])([CH2:16][CH2:17][CH:18]=O)[C:11]([O:13][CH2:14][CH3:15])=[O:12]. The catalyst is O.C(O)C. The product is [OH:8][N:7]=[CH:18][CH2:17][CH2:16][C:10]([CH3:9])([S:20]([CH3:23])(=[O:22])=[O:21])[C:11]([O:13][CH2:14][CH3:15])=[O:12]. The yield is 0.970. (4) The reactants are [C:1]([O:7][CH2:8][C:9]1[CH:14]=[CH:13][CH:12]=[CH:11][CH:10]=1)(=[O:6])[CH2:2][C:3]([O-:5])=O.[O-]CC.[Mg+2].[O-]CC.[Br:22][C:23]1[CH:31]=[CH:30][C:26](C(O)=O)=[C:25]([F:32])[CH:24]=1.C(C1NC=CN=1)(C1NC=CN=1)=O. The yield is 0.560. The product is [CH2:8]([O:7][C:1](=[O:6])[CH2:2][C:3](=[O:5])[C:26]1[CH:30]=[CH:31][C:23]([Br:22])=[CH:24][C:25]=1[F:32])[C:9]1[CH:14]=[CH:13][CH:12]=[CH:11][CH:10]=1. The catalyst is C1COCC1.C(OCC)(=O)C. (5) The reactants are [C:1]([C:3]1[C:4]([N:10]=[CH:11][N:12](C)C)=[N:5][C:6]([CH3:9])=[CH:7][CH:8]=1)#[N:2].[CH2:15]([O:22][C:23]1[CH:28]=[CH:27][C:26]([S:29][C:30]2[CH:35]=[CH:34][C:33]([N+:36]([O-:38])=[O:37])=[CH:32][C:31]=2N)=[CH:25][CH:24]=1)[C:16]1[CH:21]=[CH:20][CH:19]=[CH:18][CH:17]=1. The catalyst is C(O)(=O)C. The product is [CH2:15]([O:22][C:23]1[CH:28]=[CH:27][C:26]([S:29][C:30]2[CH:31]=[CH:32][C:33]([N+:36]([O-:38])=[O:37])=[CH:34][C:35]=2[NH:2][C:1]2[C:3]3[CH:8]=[CH:7][C:6]([CH3:9])=[N:5][C:4]=3[N:10]=[CH:11][N:12]=2)=[CH:25][CH:24]=1)[C:16]1[CH:17]=[CH:18][CH:19]=[CH:20][CH:21]=1. The yield is 0.920. (6) The reactants are [Br:1][C:2]1[CH:3]=[C:4]([NH2:9])[C:5]([Cl:8])=[N:6][CH:7]=1.[Li][CH2:11]CCC.CCCCCC.CI.C([O-])(O)=O.[Na+]. The catalyst is C1COCC1. The product is [Br:1][C:2]1[CH:3]=[C:4]([NH:9][CH3:11])[C:5]([Cl:8])=[N:6][CH:7]=1. The yield is 0.590. (7) The yield is 0.660. The product is [O:17]=[C:15]1[CH2:14][O:13][C:12]2[CH:18]=[CH:19][C:9]([B:4]([OH:5])[OH:3])=[CH:10][C:11]=2[NH:16]1. The catalyst is C(#N)C. The reactants are CC1(C)C(C)(C)[O:5][B:4]([C:9]2[CH:19]=[CH:18][C:12]3[O:13][CH2:14][C:15](=[O:17])[NH:16][C:11]=3[CH:10]=2)[O:3]1.C1(B(O)O)C=CC=CC=1.Cl. (8) The yield is 0.840. The product is [C:1]1([C@H:7]([NH:26][C:27]([O:29][C@@H:30]2[CH:35]3[CH2:36][CH2:37][N:32]([CH2:33][CH2:34]3)[CH2:31]2)=[O:28])[C:8]2[CH:9]=[C:10]([CH:23]=[CH:24][CH:25]=2)[O:11][CH2:12][C:13]2[CH:14]=[CH:15][C:16]([C:17]([OH:19])=[O:18])=[CH:21][CH:22]=2)[CH:6]=[CH:5][CH:4]=[CH:3][CH:2]=1. The catalyst is C1COCC1. The reactants are [C:1]1([C@H:7]([NH:26][C:27]([O:29][C@@H:30]2[CH:35]3[CH2:36][CH2:37][N:32]([CH2:33][CH2:34]3)[CH2:31]2)=[O:28])[C:8]2[CH:9]=[C:10]([CH:23]=[CH:24][CH:25]=2)[O:11][CH2:12][C:13]2[CH:22]=[CH:21][C:16]([C:17]([O:19]C)=[O:18])=[CH:15][CH:14]=2)[CH:6]=[CH:5][CH:4]=[CH:3][CH:2]=1.[OH-].[Li+].Cl. (9) The reactants are [C:1]([C:4]1[CH:5]=[N:6][C:7]2[C:12]([C:13]=1[NH:14][C:15]1[CH:16]=[CH:17][C:18]([N:21]3[CH2:26][CH2:25][CH2:24][CH:23]([N:27]([CH3:35])C(=O)OC(C)(C)C)[CH2:22]3)=[N:19][CH:20]=1)=[CH:11][C:10](Br)=[CH:9][CH:8]=2)(=[O:3])[CH3:2].[Cl:37][C:38]1[CH:43]=[C:42](B2OC(C)(C)C(C)(C)O2)[CH:41]=[C:40]([Cl:53])[C:39]=1[OH:54].C([O-])([O-])=O.[Cs+].[Cs+].[ClH:61]. The catalyst is O1CCOCC1.C1COCC1.C1C=CC(P(C2C=CC=CC=2)[C-]2C=CC=C2)=CC=1.C1C=CC(P(C2C=CC=CC=2)[C-]2C=CC=C2)=CC=1.Cl[Pd]Cl.[Fe+2].O. The product is [ClH:37].[ClH:61].[ClH:37].[Cl:37][C:38]1[CH:43]=[C:42]([C:10]2[CH:11]=[C:12]3[C:7](=[CH:8][CH:9]=2)[N:6]=[CH:5][C:4]([C:1](=[O:3])[CH3:2])=[C:13]3[NH:14][C:15]2[CH:20]=[N:19][C:18]([N:21]3[CH2:26][CH2:25][CH2:24][CH:23]([NH:27][CH3:35])[CH2:22]3)=[CH:17][CH:16]=2)[CH:41]=[C:40]([Cl:53])[C:39]=1[OH:54]. The yield is 0.600.